From a dataset of Forward reaction prediction with 1.9M reactions from USPTO patents (1976-2016). Predict the product of the given reaction. (1) The product is: [CH3:1][C:2]1[C:6](/[CH:7]=[CH:37]/[C:38]([O:40][CH2:41][CH3:42])=[O:39])=[C:5]([N:9]2[C:13]3=[N:14][CH:15]=[CH:16][CH:17]=[C:12]3[CH:11]=[CH:10]2)[NH:4][N:3]=1. Given the reactants [CH3:1][C:2]1[C:6]([CH:7]=O)=[C:5]([N:9]2[C:13]3=[N:14][CH:15]=[CH:16][CH:17]=[C:12]3[CH:11]=[CH:10]2)[NH:4][N:3]=1.C1(P(=[CH:37][C:38]([O:40][CH2:41][CH3:42])=[O:39])(C2C=CC=CC=2)C2C=CC=CC=2)C=CC=CC=1, predict the reaction product. (2) Given the reactants [NH:1]1[C:9]2[C:4](=[CH:5][C:6]([C:10]3[C:18]4[C:13](=[N:14][CH:15]=[N:16][C:17]=4[NH2:19])[N:12]([CH3:20])[N:11]=3)=[CH:7][CH:8]=2)[CH2:3][CH2:2]1.[F:21][C:22]1[CH:27]=[CH:26][CH:25]=[CH:24][C:23]=1[CH2:28][C:29](O)=[O:30].CN(C(ON1N=NC2C=CC=NC1=2)=[N+](C)C)C.F[P-](F)(F)(F)(F)F.CCN(C(C)C)C(C)C, predict the reaction product. The product is: [F:21][C:22]1[CH:27]=[CH:26][CH:25]=[CH:24][C:23]=1[CH2:28][C:29]([N:1]1[C:9]2[C:4](=[CH:5][C:6]([C:10]3[C:18]4[C:13](=[N:14][CH:15]=[N:16][C:17]=4[NH2:19])[N:12]([CH3:20])[N:11]=3)=[CH:7][CH:8]=2)[CH2:3][CH2:2]1)=[O:30]. (3) Given the reactants [Cl:1][C:2]1[CH:3]=[C:4]([C@@H:8]2[C@@H:13]([C:14]3[CH:19]=[CH:18][C:17]([Cl:20])=[CH:16][CH:15]=3)[N:12]([N:21]([CH2:24]C)[CH2:22]C)[C:11](=[O:26])[C@:10]([CH2:28][C:29]([O:31]C)=[O:30])([CH3:27])[CH2:9]2)[CH:5]=[CH:6][CH:7]=1.CI, predict the reaction product. The product is: [Cl:1][C:2]1[CH:3]=[C:4]([C@@H:8]2[C@@H:13]([C:14]3[CH:19]=[CH:18][C:17]([Cl:20])=[CH:16][CH:15]=3)[N:12]([N:21]([CH3:22])[CH3:24])[C:11](=[O:26])[C@:10]([CH2:28][C:29]([OH:31])=[O:30])([CH3:27])[CH2:9]2)[CH:5]=[CH:6][CH:7]=1. (4) Given the reactants [NH:1]([C:3]1[N:8]=[CH:7][N:6]=[C:5]([OH:9])[CH:4]=1)[NH2:2].N(C1NC=NC(=O)C=1)N.[S:19]1[CH2:24][CH2:23][C:22](=O)[CH2:21][CH2:20]1, predict the reaction product. The product is: [S:19]1[CH2:24][CH2:23][C:22](=[N:2][NH:1][C:3]2[N:8]=[CH:7][N:6]=[C:5]([OH:9])[CH:4]=2)[CH2:21][CH2:20]1. (5) Given the reactants O[CH2:2][C:3]1[S:4][C:5]([C:9]2[N:10]=[C:11]([NH:14][C:15]3[CH:16]=[C:17]([CH:21]=[CH:22][C:23]=3[O:24][CH:25]([CH3:27])[CH3:26])[C:18]([NH2:20])=[O:19])[S:12][CH:13]=2)=[C:6]([CH3:8])[N:7]=1.CCN(CC)CC.CS([Cl:39])(=O)=O, predict the reaction product. The product is: [Cl:39][CH2:2][C:3]1[S:4][C:5]([C:9]2[N:10]=[C:11]([NH:14][C:15]3[CH:16]=[C:17]([CH:21]=[CH:22][C:23]=3[O:24][CH:25]([CH3:27])[CH3:26])[C:18]([NH2:20])=[O:19])[S:12][CH:13]=2)=[C:6]([CH3:8])[N:7]=1. (6) The product is: [NH:8]1[C:7]2[CH:6]=[CH:5][C:4]([C:9]3[CH:15]=[CH:14][C:12]4[N:13]=[C:30]([C:29]5[CH:32]=[CH:33][C:26]([C:24]([NH:23][C:17]6[CH:22]=[CH:21][CH:20]=[CH:19][CH:18]=6)=[O:25])=[CH:27][CH:28]=5)[NH:16][C:11]=4[CH:10]=3)=[CH:3][C:2]=2[N:1]=[C:30]1[C:29]1[CH:28]=[CH:27][C:26]([C:24]([NH:23][C:17]2[CH:22]=[CH:21][CH:20]=[CH:19][CH:18]=2)=[O:25])=[CH:33][CH:32]=1. Given the reactants [NH2:1][C:2]1[CH:3]=[C:4]([C:9]2[CH:15]=[CH:14][C:12]([NH2:13])=[C:11]([NH2:16])[CH:10]=2)[CH:5]=[CH:6][C:7]=1[NH2:8].[C:17]1([NH:23][C:24]([C:26]2[CH:33]=[CH:32][C:29]([CH:30]=O)=[CH:28][CH:27]=2)=[O:25])[CH:22]=[CH:21][CH:20]=[CH:19][CH:18]=1, predict the reaction product. (7) Given the reactants [CH3:1][C:2]1[CH:3]=[C:4]([CH:9]=[C:10]([CH3:21])[C:11]=1B1OC(C)(C)C(C)(C)O1)[C:5]([O:7][CH3:8])=[O:6].Br[C:23]1[CH:24]=[CH:25][C:26]([O:29][CH3:30])=[N:27][CH:28]=1.C(=O)([O-])[O-].[K+].[K+], predict the reaction product. The product is: [CH3:30][O:29][C:26]1[N:27]=[CH:28][C:23]([C:11]2[C:10]([CH3:21])=[CH:9][C:4]([C:5]([O:7][CH3:8])=[O:6])=[CH:3][C:2]=2[CH3:1])=[CH:24][CH:25]=1. (8) Given the reactants [CH2:1]([P:3]([CH2:6][CH2:7][CH2:8][OH:9])(=[O:5])[OH:4])[CH3:2].[CH2:10]1[O:12][CH2:11]1.[OH-].[K+], predict the reaction product. The product is: [CH2:1]([P:3]([CH2:6][CH2:7][CH2:8][OH:9])(=[O:4])[O:5][CH2:10][CH2:11][OH:12])[CH3:2]. (9) Given the reactants [CH:1]1([C@@H:7]([NH:9][C:10]([C:12]2[CH:13]=[C:14]3[C:18](=[CH:19][CH:20]=2)[NH:17][N:16]=[CH:15]3)=[O:11])[CH3:8])[CH2:6][CH2:5][CH2:4][CH2:3][CH2:2]1.[I:21]I.C([O-])([O-])=O.[K+].[K+], predict the reaction product. The product is: [CH:1]1([C@@H:7]([NH:9][C:10]([C:12]2[CH:13]=[C:14]3[C:18](=[CH:19][CH:20]=2)[NH:17][N:16]=[C:15]3[I:21])=[O:11])[CH3:8])[CH2:6][CH2:5][CH2:4][CH2:3][CH2:2]1. (10) Given the reactants Cl[C:2]1[N:11]=[C:10]([NH:12][CH2:13][CH:14]([C:21]2[CH:26]=[CH:25][CH:24]=[CH:23][CH:22]=2)[C:15]2[CH:20]=[CH:19][CH:18]=[CH:17][CH:16]=2)[C:9]2[C:4](=[CH:5][CH:6]=[CH:7][CH:8]=2)[N:3]=1.[C:27]([O:31][C:32]([N:34]1[C:42]2[C:37](=[CH:38][CH:39]=[CH:40][CH:41]=2)[C:36](B(O)O)=[CH:35]1)=[O:33])([CH3:30])([CH3:29])[CH3:28].C(NC1C2C(=CC=CC=2)N=C(C2SC3C=CC=CC=3C=2)N=1)(C1C=CC=CC=1)C1C=CC=CC=1, predict the reaction product. The product is: [C:15]1([CH:14]([C:21]2[CH:26]=[CH:25][CH:24]=[CH:23][CH:22]=2)[CH2:13][NH:12][C:10]2[C:9]3[C:4](=[CH:5][CH:6]=[CH:7][CH:8]=3)[N:3]=[C:2]([C:36]3[C:37]4[C:42](=[CH:41][CH:40]=[CH:39][CH:38]=4)[N:34]([C:32]([O:31][C:27]([CH3:30])([CH3:29])[CH3:28])=[O:33])[CH:35]=3)[N:11]=2)[CH:20]=[CH:19][CH:18]=[CH:17][CH:16]=1.